From a dataset of Peptide-MHC class I binding affinity with 185,985 pairs from IEDB/IMGT. Regression. Given a peptide amino acid sequence and an MHC pseudo amino acid sequence, predict their binding affinity value. This is MHC class I binding data. The peptide sequence is QTVEDEARR. The MHC is HLA-A24:02 with pseudo-sequence HLA-A24:02. The binding affinity (normalized) is 0.